This data is from Catalyst prediction with 721,799 reactions and 888 catalyst types from USPTO. The task is: Predict which catalyst facilitates the given reaction. Reactant: C(OC(C1CC2C(=CC=CC=2)C1[NH:15][C:16](=[O:31])[C:17]1[CH:22]=[CH:21][C:20]([Br:23])=[CH:19][C:18]=1[CH2:24][C:25]1[CH:30]=[CH:29][CH:28]=[CH:27][CH:26]=1)=O)C.[OH-:32].[K+].[CH3:34][CH2:35][OH:36]. Product: [CH2:24]([C:18]1[CH:19]=[C:20]([Br:23])[CH:21]=[CH:22][C:17]=1[C:16]([NH:15][C:34]1([C:35]([OH:32])=[O:36])[CH2:24][C:18]2[C:17](=[CH:22][CH:21]=[CH:20][CH:19]=2)[CH2:16]1)=[O:31])[C:25]1[CH:30]=[CH:29][CH:28]=[CH:27][CH:26]=1. The catalyst class is: 6.